The task is: Predict which catalyst facilitates the given reaction.. This data is from Catalyst prediction with 721,799 reactions and 888 catalyst types from USPTO. (1) Reactant: C(=O)([O-])[O-].[K+].[K+].[OH:7][CH2:8][C:9]1[CH:14]=[CH:13][C:12](B(O)O)=[CH:11][CH:10]=1.Br[C:19]1[N:20]=[CH:21][S:22][CH:23]=1. Product: [S:22]1[CH:23]=[C:19]([C:12]2[CH:13]=[CH:14][C:9]([CH2:8][OH:7])=[CH:10][CH:11]=2)[N:20]=[CH:21]1. The catalyst class is: 70. (2) Reactant: [CH2:1]([O:8][C:9]([N:11]1[CH2:16][CH2:15][N:14]([C:17]([O:19][C:20]([CH3:23])([CH3:22])[CH3:21])=[O:18])[CH:13]([C:24]([OH:26])=O)[CH2:12]1)=[O:10])[C:2]1[CH:7]=[CH:6][CH:5]=[CH:4][CH:3]=1.[CH:27]([N:30](C(C)C)CC)(C)C.Cl.CN.F[P-](F)(F)(F)(F)F.N1(OC(N(C)C)=[N+](C)C)C2N=CC=CC=2N=N1. Product: [CH3:27][NH:30][C:24]([CH:13]1[CH2:12][N:11]([C:9]([O:8][CH2:1][C:2]2[CH:7]=[CH:6][CH:5]=[CH:4][CH:3]=2)=[O:10])[CH2:16][CH2:15][N:14]1[C:17]([O:19][C:20]([CH3:23])([CH3:22])[CH3:21])=[O:18])=[O:26]. The catalyst class is: 136. (3) Reactant: [CH2:1]([C:3]1[CH:8]=[CH:7][CH:6]=[C:5]([CH2:9][CH3:10])[C:4]=1[C:11]1[O:12][C:13]([CH2:22]O)=[C:14]([C:16]2[CH:21]=[CH:20][CH:19]=[CH:18][CH:17]=2)[N:15]=1)[CH3:2].S(Cl)(Cl)=O.[O:28]1[C:32]2[CH:33]=[CH:34][C:35]([CH:37]3[CH2:42][CH2:41][CH2:40][CH2:39][NH:38]3)=[CH:36][C:31]=2[O:30][CH2:29]1.C(#N)C.C(=O)([O-])[O-].[K+].[K+]. Product: [O:28]1[C:32]2[CH:33]=[CH:34][C:35]([CH:37]3[CH2:42][CH2:41][CH2:40][CH2:39][N:38]3[CH2:22][C:13]3[O:12][C:11]([C:4]4[C:5]([CH2:9][CH3:10])=[CH:6][CH:7]=[CH:8][C:3]=4[CH2:1][CH3:2])=[N:15][C:14]=3[C:16]3[CH:21]=[CH:20][CH:19]=[CH:18][CH:17]=3)=[CH:36][C:31]=2[O:30][CH2:29]1. The catalyst class is: 96.